From a dataset of Forward reaction prediction with 1.9M reactions from USPTO patents (1976-2016). Predict the product of the given reaction. (1) Given the reactants [CH3:1][C:2]1[CH:19]=[CH:18][CH:17]=[C:16]([CH3:20])[C:3]=1[CH2:4][O:5][C:6]1[CH:7]=[C:8]([CH2:13][C:14]#[N:15])[CH:9]=[CH:10][C:11]=1[CH3:12].[N-:21]=[N+:22]=[N-:23].[Na+].[Cl-].[NH4+].C(OCC)(=O)C, predict the reaction product. The product is: [CH3:1][C:2]1[CH:19]=[CH:18][CH:17]=[C:16]([CH3:20])[C:3]=1[CH2:4][O:5][C:6]1[CH:7]=[C:8]([CH:9]=[CH:10][C:11]=1[CH3:12])[CH2:13][C:14]1[NH:23][N:22]=[N:21][N:15]=1. (2) Given the reactants CC(C)([O-])C.[Na+].C1C=CC(P(C2C(C3C(P(C4C=CC=CC=4)C4C=CC=CC=4)=CC=C4C=3C=CC=C4)=C3C(C=CC=C3)=CC=2)C2C=CC=CC=2)=CC=1.Br[C:54]1[CH:55]=[C:56]2[C:61](=[CH:62][CH:63]=1)[N:60]=[C:59]([CH3:64])[N:58]([C:65]1[CH:66]=[C:67]([NH:72][C:73](=[O:84])[C:74]3[CH:79]=[CH:78][CH:77]=[C:76]([C:80]([F:83])([F:82])[F:81])[CH:75]=3)[CH:68]=[CH:69][C:70]=1[CH3:71])[C:57]2=[O:85].[CH2:86]([N:88]1[CH2:93][CH2:92][NH:91][CH2:90][CH2:89]1)[CH3:87], predict the reaction product. The product is: [CH2:86]([N:88]1[CH2:93][CH2:92][N:91]([C:54]2[CH:55]=[C:56]3[C:61](=[CH:62][CH:63]=2)[N:60]=[C:59]([CH3:64])[N:58]([C:65]2[CH:66]=[C:67]([NH:72][C:73](=[O:84])[C:74]4[CH:79]=[CH:78][CH:77]=[C:76]([C:80]([F:83])([F:82])[F:81])[CH:75]=4)[CH:68]=[CH:69][C:70]=2[CH3:71])[C:57]3=[O:85])[CH2:90][CH2:89]1)[CH3:87]. (3) Given the reactants [NH:1]1[C:9]2[C:4](=[CH:5][CH:6]=[CH:7][CH:8]=2)[C:3]([CH:10]=O)=[CH:2]1.[NH:12]1[C:16]2[CH:17]=[CH:18][CH:19]=[CH:20][C:15]=2[N:14]=[C:13]1[CH2:21][N:22]([CH:32]1[C:41]2[N:40]=[CH:39][CH:38]=[CH:37][C:36]=2[CH2:35][CH2:34][CH2:33]1)[CH2:23][C:24]1[CH:29]=[CH:28][C:27]([CH2:30][NH2:31])=[CH:26][CH:25]=1.[BH4-].[Na+], predict the reaction product. The product is: [NH:12]1[C:16]2[CH:17]=[CH:18][CH:19]=[CH:20][C:15]=2[N:14]=[C:13]1[CH2:21][N:22]([CH2:23][C:24]1[CH:29]=[CH:28][C:27]([CH2:30][NH:31][CH2:10][C:3]2[C:4]3[C:9](=[CH:8][CH:7]=[CH:6][CH:5]=3)[NH:1][CH:2]=2)=[CH:26][CH:25]=1)[CH:32]1[C:41]2[N:40]=[CH:39][CH:38]=[CH:37][C:36]=2[CH2:35][CH2:34][CH2:33]1. (4) Given the reactants C([O:3][C:4]([C:6]1([C:12]2[CH:17]=[CH:16][C:15]([Cl:18])=[CH:14][CH:13]=2)[CH2:11][CH2:10][NH:9][CH2:8][CH2:7]1)=O)C.C([BH-](CC)CC)C.[Li+].O1CCCC1.Cl, predict the reaction product. The product is: [Cl:18][C:15]1[CH:16]=[CH:17][C:12]([C:6]2([CH2:4][OH:3])[CH2:11][CH2:10][NH:9][CH2:8][CH2:7]2)=[CH:13][CH:14]=1. (5) Given the reactants [CH3:1][O:2][C:3]1[CH:4]=[C:5]([CH2:11][CH2:12][C:13]([OH:15])=O)[CH:6]=[CH:7][C:8]=1[O:9][CH3:10], predict the reaction product. The product is: [CH3:1][O:2][C:3]1[CH:4]=[C:5]2[C:6](=[CH:7][C:8]=1[O:9][CH3:10])[C:13](=[O:15])[CH2:12][CH2:11]2.